Task: Predict the reaction yield, written as a fraction of the theoretical maximum amount of product (1.0 means a 100% yield; for example, 0.34 means a 34% yield).. Dataset: Reaction yield outcomes from USPTO patents with 853,638 reactions (1) The reactants are [CH:1]1([CH2:6][C@H:7]([CH2:38][N:39]([CH:48]=[O:49])[O:40]CC2C=CC=CC=2)[C:8]([N:10]2[C@H:14]([C:15]([NH:17][C:18]3[CH:23]=[CH:22][N:21]=[C:20]([CH2:24][N:25]([CH3:27])[CH3:26])[N:19]=3)=[O:16])[CH2:13][CH2:12][N:11]2C(OCC2C=CC=CC=2)=O)=[O:9])[CH2:5][CH2:4][CH2:3][CH2:2]1. The catalyst is [OH-].[OH-].[Pd+2].CO. The product is [CH:1]1([CH2:6][C@H:7]([CH2:38][N:39]([CH:48]=[O:49])[OH:40])[C:8]([N:10]2[C@H:14]([C:15]([NH:17][C:18]3[CH:23]=[CH:22][N:21]=[C:20]([CH2:24][N:25]([CH3:26])[CH3:27])[N:19]=3)=[O:16])[CH2:13][CH2:12][NH:11]2)=[O:9])[CH2:2][CH2:3][CH2:4][CH2:5]1. The yield is 0.580. (2) The reactants are [C:1]([O:5][C:6]([N:8]1[CH2:13][CH2:12][N:11]([C:14]2[CH:15]=[N:16][C:17]([N+:20]([O-])=O)=[CH:18][CH:19]=2)[CH2:10][CH:9]1[CH3:23])=[O:7])([CH3:4])([CH3:3])[CH3:2].[H][H]. The catalyst is [Pd]. The product is [C:1]([O:5][C:6]([N:8]1[CH2:13][CH2:12][N:11]([C:14]2[CH:15]=[N:16][C:17]([NH2:20])=[CH:18][CH:19]=2)[CH2:10][CH:9]1[CH3:23])=[O:7])([CH3:4])([CH3:2])[CH3:3]. The yield is 0.980. (3) The reactants are [C:1]([O:5][C:6]([N:8]([C@H:16]1[CH2:24][CH2:23][CH2:22][C@H:21]([O:25]CC2C=CC=CC=2)[C@@H:20]([O:33]CC2C=CC=CC=2)[C@H:19]([CH3:41])[O:18][C:17]1=[O:42])[C:9](=[O:15])[O:10][C:11]([CH3:14])([CH3:13])[CH3:12])=[O:7])([CH3:4])([CH3:3])[CH3:2]. The catalyst is CCOC(C)=O.[Pd]. The product is [C:1]([O:5][C:6]([N:8]([C@H:16]1[CH2:24][CH2:23][CH2:22][C@H:21]([OH:25])[C@@H:20]([OH:33])[C@H:19]([CH3:41])[O:18][C:17]1=[O:42])[C:9](=[O:15])[O:10][C:11]([CH3:14])([CH3:13])[CH3:12])=[O:7])([CH3:2])([CH3:3])[CH3:4]. The yield is 0.960. (4) The reactants are [CH2:1]1[C:9]2[C:4](=[CH:5][C:6]([NH2:10])=[CH:7][CH:8]=2)[CH2:3][CH2:2]1.[Cl:11][C:12]1[C:21]2[C:16](=[C:17]([I:23])[C:18]([CH3:22])=[CH:19][CH:20]=2)[N:15]=[CH:14][N:13]=1.CC(O)C. The catalyst is CCOC(C)=O. The product is [ClH:11].[CH2:1]1[C:9]2[C:4](=[CH:5][C:6]([NH:10][C:12]3[C:21]4[C:16](=[C:17]([I:23])[C:18]([CH3:22])=[CH:19][CH:20]=4)[N:15]=[CH:14][N:13]=3)=[CH:7][CH:8]=2)[CH2:3][CH2:2]1. The yield is 0.870. (5) The reactants are [Cl:1][C:2]1[CH:7]=[CH:6][C:5]([NH:8][C:9]2[CH:14]=[CH:13][CH:12]=[CH:11][C:10]=2[C:15](O)([CH3:17])[CH3:16])=[CH:4][CH:3]=1.CS(O)(=O)=O. The catalyst is C1(C)C=CC=CC=1. The product is [Cl:1][C:2]1[CH:7]=[CH:6][C:5]2[NH:8][C:9]3[C:10](=[CH:11][CH:12]=[CH:13][CH:14]=3)[C:15]([CH3:17])([CH3:16])[C:4]=2[CH:3]=1. The yield is 0.890. (6) The reactants are [Br:1][C:2]1[NH:6][C:5]([C@@H:7]2[CH2:11][CH2:10][CH2:9][N:8]2C(OC(C)(C)C)=O)=[N:4][CH:3]=1.[ClH:19].O1CCOCC1. No catalyst specified. The product is [ClH:19].[Br:1][C:2]1[NH:6][C:5]([C@@H:7]2[CH2:11][CH2:10][CH2:9][NH:8]2)=[N:4][CH:3]=1. The yield is 1.00. (7) The reactants are C(OC([N:8]1[C:12]2=[N:13][CH:14]=[C:15]([O:17][CH2:18][C:19]3[CH:24]=[CH:23][CH:22]=[CH:21][CH:20]=3)[CH:16]=[C:11]2[CH:10]=[C:9]1[C:25]([OH:27])=[O:26])=O)(C)(C)C.S(=O)(=O)(O)O.[C:33](=O)(O)[O-].[Na+]. The catalyst is CO. The product is [CH3:33][O:27][C:25]([C:9]1[NH:8][C:12]2=[N:13][CH:14]=[C:15]([O:17][CH2:18][C:19]3[CH:20]=[CH:21][CH:22]=[CH:23][CH:24]=3)[CH:16]=[C:11]2[CH:10]=1)=[O:26]. The yield is 0.780. (8) The reactants are Br[C:2]1[CH:7]=[CH:6][C:5](/[CH:8]=[CH:9]/[C:10]2[NH:11][CH:12]=[C:13]([C:15]3[CH:20]=[CH:19][C:18]([Cl:21])=[CH:17][C:16]=3[Cl:22])[N:14]=2)=[CH:4][CH:3]=1.[C:23]([C:25]1[CH:30]=[CH:29][C:28]([O:31][CH3:32])=[CH:27][CH:26]=1)#[CH:24]. No catalyst specified. The product is [Cl:22][C:16]1[CH:17]=[C:18]([Cl:21])[CH:19]=[CH:20][C:15]=1[C:13]1[N:14]=[C:10](/[CH:9]=[CH:8]/[C:5]2[CH:6]=[CH:7][C:2]([C:24]#[C:23][C:25]3[CH:30]=[CH:29][C:28]([O:31][CH3:32])=[CH:27][CH:26]=3)=[CH:3][CH:4]=2)[NH:11][CH:12]=1. The yield is 0.510. (9) The reactants are [CH3:1][C:2]1([CH3:16])[C:6]([CH3:8])([CH3:7])[O:5][CH:4]([C:9]2[CH:14]=[CH:13][C:12]([OH:15])=[CH:11][CH:10]=2)[O:3]1.C([O-])([O-])=O.[Cs+].[Cs+].Br[CH2:24][C:25]([O:27][CH2:28][CH3:29])=[O:26]. The catalyst is CN(C=O)C.C(OCC)(=O)C. The product is [CH2:28]([O:27][C:25](=[O:26])[CH2:24][O:15][C:12]1[CH:13]=[CH:14][C:9]([CH:4]2[O:3][C:2]([CH3:16])([CH3:1])[C:6]([CH3:7])([CH3:8])[O:5]2)=[CH:10][CH:11]=1)[CH3:29]. The yield is 0.900.